This data is from Full USPTO retrosynthesis dataset with 1.9M reactions from patents (1976-2016). The task is: Predict the reactants needed to synthesize the given product. (1) Given the product [N:15]1[CH:16]=[CH:17][N:18]=[CH:19][C:14]=1[C:11]1[N:10]=[C:9]([C@H:5]2[CH2:6][CH2:7][CH2:8][N:3]([CH:23]=[O:24])[CH2:4]2)[O:13][N:12]=1, predict the reactants needed to synthesize it. The reactants are: Cl.Cl.[NH:3]1[CH2:8][CH2:7][CH2:6][C@H:5]([C:9]2[O:13][N:12]=[C:11]([C:14]3[CH:19]=[N:18][CH:17]=[CH:16][N:15]=3)[N:10]=2)[CH2:4]1.C(Cl)Cl.[CH3:23][OH:24]. (2) Given the product [F:6][C:5]([F:7])([F:8])[CH:4]([CH:33]([C:34]([O:36][CH2:37][CH3:38])=[O:35])[C:32]([O:40][CH2:41][CH3:42])=[O:39])[NH:9][C:10]1[CH:30]=[CH:29][C:13]([O:14][C:15]2[CH:16]=[C:17]([NH:21][C:22]([N:24]3[CH2:25][CH2:26][CH2:27][CH2:28]3)=[O:23])[N:18]=[CH:19][N:20]=2)=[C:12]([F:31])[CH:11]=1, predict the reactants needed to synthesize it. The reactants are: C(O[CH:4]([NH:9][C:10]1[CH:30]=[CH:29][C:13]([O:14][C:15]2[N:20]=[CH:19][N:18]=[C:17]([NH:21][C:22]([N:24]3[CH2:28][CH2:27][CH2:26][CH2:25]3)=[O:23])[CH:16]=2)=[C:12]([F:31])[CH:11]=1)[C:5]([F:8])([F:7])[F:6])C.[C:32]([O:40][CH2:41][CH3:42])(=[O:39])[CH2:33][C:34]([O:36][CH2:37][CH3:38])=[O:35].[H-].[Na+].Cl. (3) Given the product [Br:1][C:2]1[CH:11]=[C:10]2[C:5]([N:6]=[CH:7][C:8]([C:12]3[S:13][CH:14]=[CH:15][CH:16]=3)=[N:9]2)=[C:4]([C:17]([NH:24][CH2:25][C:26]([OH:28])=[O:27])=[O:19])[C:3]=1[OH:20], predict the reactants needed to synthesize it. The reactants are: [Br:1][C:2]1[C:3]([OH:20])=[C:4]([C:17]([OH:19])=O)[C:5]2[N:6]=[CH:7][C:8]([C:12]3[S:13][CH:14]=[CH:15][CH:16]=3)=[N:9][C:10]=2[CH:11]=1.Cl.C([NH:24][CH2:25][C:26]([OH:28])=[O:27])C.C(N(CC)CC)C.C1CN([P+](ON2N=NC3C=CC=CC2=3)(N2CCCC2)N2CCCC2)CC1.F[P-](F)(F)(F)(F)F.[OH-].[Na+]. (4) Given the product [F:1][C:2]1[CH:7]=[CH:6][CH:5]=[CH:4][C:3]=1[C:8]1[N:9]=[C:10]([C:23]([NH:31][CH:28]([CH3:30])[CH3:29])=[O:24])[S:11][C:12]=1[C:13]1[CH:18]=[CH:17][C:16](=[O:19])[N:15]([CH:20]([CH3:21])[CH3:22])[N:14]=1, predict the reactants needed to synthesize it. The reactants are: [F:1][C:2]1[CH:7]=[CH:6][CH:5]=[CH:4][C:3]=1[C:8]1[N:9]=[C:10]([C:23](OCC)=[O:24])[S:11][C:12]=1[C:13]1[CH:18]=[CH:17][C:16](=[O:19])[N:15]([CH:20]([CH3:22])[CH3:21])[N:14]=1.[CH:28]([NH2:31])([CH3:30])[CH3:29].